From a dataset of Full USPTO retrosynthesis dataset with 1.9M reactions from patents (1976-2016). Predict the reactants needed to synthesize the given product. (1) Given the product [CH3:1][C:2]1[CH:11]=[C:10]([CH3:12])[CH:9]=[C:8]2[C:3]=1[CH2:4][CH2:5][CH2:6][C@H:7]2[NH2:13], predict the reactants needed to synthesize it. The reactants are: [CH3:1][C:2]1[CH:11]=[C:10]([CH3:12])[CH:9]=[C:8]2[C:3]=1[CH2:4][CH2:5][CH2:6][C@H:7]2[NH:13][C@@H](C1C=CC=CC=1)CO.CN.I(O)(=O)(=O)=O. (2) Given the product [C:15]1([N:18]2[CH2:24][CH2:23][CH2:22][C:21](=[O:25])[CH2:20][CH2:19]2)[CH:16]=[CH:17][CH:12]=[CH:13][CH:14]=1, predict the reactants needed to synthesize it. The reactants are: C(N)(=O)C1C=CC=CC=1.CO[C:12]1[CH:17]=[CH:16][C:15]([N:18]2[CH2:24][CH2:23][CH2:22][C:21](=[O:25])[CH2:20][CH2:19]2)=[CH:14][CH:13]=1.Cl.N1CCCC(=O)CC1.C1(B(O)O)C=CC=CC=1. (3) Given the product [CH3:41][C:42]1[CH:47]=[CH:46][C:45]([C:48]2[CH:53]=[CH:52][C:51]([C:54]3[O:1][N:2]=[C:3]([C:5]4[CH:6]=[CH:7][C:8]([CH2:9][N:10]([CH2:22][C:23]([O:25][C:26]([CH3:27])([CH3:28])[CH3:29])=[O:24])[C:11](=[O:21])[C:12]5[CH:13]=[CH:14][C:15]([N+:18]([O-:20])=[O:19])=[CH:16][CH:17]=5)=[CH:30][CH:31]=4)[N:4]=3)=[CH:50][CH:49]=2)=[CH:44][CH:43]=1, predict the reactants needed to synthesize it. The reactants are: [OH:1][NH:2][C:3]([C:5]1[CH:31]=[CH:30][C:8]([CH2:9][N:10]([CH2:22][C:23]([O:25][C:26]([CH3:29])([CH3:28])[CH3:27])=[O:24])[C:11](=[O:21])[C:12]2[CH:17]=[CH:16][C:15]([N+:18]([O-:20])=[O:19])=[CH:14][CH:13]=2)=[CH:7][CH:6]=1)=[NH:4].CCN(C(C)C)C(C)C.[CH3:41][C:42]1[CH:47]=[CH:46][C:45]([C:48]2[CH:53]=[CH:52][C:51]([C:54](Cl)=O)=[CH:50][CH:49]=2)=[CH:44][CH:43]=1. (4) Given the product [C:29]([C:26]1[CH:27]=[CH:28][C:23]([O:22][C:8]2[N:9]=[C:10]([O:13][C:14]3[CH:19]=[CH:18][C:17]([C:20]#[N:21])=[CH:16][CH:15]=3)[CH:11]=[CH:12][C:7]=2[C:6]([OH:31])=[O:5])=[CH:24][CH:25]=1)#[N:30], predict the reactants needed to synthesize it. The reactants are: [OH-].[Li+].C([O:5][C:6](=[O:31])[C:7]1[CH:12]=[CH:11][C:10]([O:13][C:14]2[CH:19]=[CH:18][C:17]([C:20]#[N:21])=[CH:16][CH:15]=2)=[N:9][C:8]=1[O:22][C:23]1[CH:28]=[CH:27][C:26]([C:29]#[N:30])=[CH:25][CH:24]=1)C. (5) The reactants are: [Cl:1]N1C(=O)CCC1=O.[O:9]=[C:10]1[C:18]2[C:13](=[CH:14][CH:15]=[CH:16][CH:17]=2)[C:12](=[O:19])[N:11]1[CH2:20][CH:21]=[N:22][OH:23]. Given the product [O:19]=[C:12]1[C:13]2[C:18](=[CH:17][CH:16]=[CH:15][CH:14]=2)[C:10](=[O:9])[N:11]1[CH2:20][C:21]([Cl:1])=[N:22][OH:23], predict the reactants needed to synthesize it. (6) Given the product [F:16][C:17]([F:31])([F:32])[C:18]1[CH:23]=[C:22]([C:24]([F:25])([F:26])[F:27])[CH:21]=[CH:20][C:19]=1[C:2]1[C:11]([CH3:12])=[C:10]([Cl:13])[C:9]2[C:4](=[CH:5][C:6]([F:15])=[CH:7][C:8]=2[F:14])[N:3]=1, predict the reactants needed to synthesize it. The reactants are: Cl[C:2]1[C:11]([CH3:12])=[C:10]([Cl:13])[C:9]2[C:4](=[CH:5][C:6]([F:15])=[CH:7][C:8]=2[F:14])[N:3]=1.[F:16][C:17]([F:32])([F:31])[C:18]1[CH:23]=[C:22]([C:24]([F:27])([F:26])[F:25])[CH:21]=[CH:20][C:19]=1B(O)O.C(=O)([O-])[O-].[K+].[K+]. (7) The reactants are: Cl[C:2]1[N:7]=[C:6]2[N:8]=[C:9]([CH2:18][N:19]3[C:23]4[CH:24]=[N:25][CH:26]=[CH:27][C:22]=4[N:21]([CH:28]4[CH2:30][CH2:29]4)[C:20]3=[O:31])[N:10]([CH2:11][CH2:12][CH2:13][C:14]([F:17])([F:16])[F:15])[C:5]2=[CH:4][CH:3]=1.CC([O-])=O.[K+]. Given the product [CH:28]1([N:21]2[C:22]3[CH:27]=[CH:26][N:25]=[CH:24][C:23]=3[N:19]([CH2:18][C:9]3[N:10]([CH2:11][CH2:12][CH2:13][C:14]([F:15])([F:17])[F:16])[C:5]4[C:6]([N:8]=3)=[N:7][CH:2]=[CH:3][CH:4]=4)[C:20]2=[O:31])[CH2:30][CH2:29]1, predict the reactants needed to synthesize it.